From a dataset of Catalyst prediction with 721,799 reactions and 888 catalyst types from USPTO. Predict which catalyst facilitates the given reaction. Product: [Cl:9][C:10]1[CH:11]=[C:12]([CH2:16][CH2:17][C:18]2[C:27]3[C:22](=[CH:23][CH:24]=[C:25]([C:28]([C:37]4[CH:42]=[CH:41][C:40]([Cl:43])=[CH:39][CH:38]=4)([OH:36])[C:29]4[N:33]([CH3:34])[CH:32]=[N:31][N:30]=4)[CH:26]=3)[N:21]([CH3:44])[C:20](=[O:45])[CH:19]=2)[CH:13]=[CH:14][CH:15]=1. Reactant: N([O-])=O.[Na+].[N+]([O-])(O)=O.[Cl:9][C:10]1[CH:11]=[C:12]([CH2:16][CH2:17][C:18]2[C:27]3[C:22](=[CH:23][CH:24]=[C:25]([C:28]([C:37]4[CH:42]=[CH:41][C:40]([Cl:43])=[CH:39][CH:38]=4)([OH:36])[C:29]4[N:33]([CH3:34])[C:32](S)=[N:31][N:30]=4)[CH:26]=3)[N:21]([CH3:44])[C:20](=[O:45])[CH:19]=2)[CH:13]=[CH:14][CH:15]=1. The catalyst class is: 90.